Dataset: Retrosynthesis with 50K atom-mapped reactions and 10 reaction types from USPTO. Task: Predict the reactants needed to synthesize the given product. (1) Given the product Cc1ccc(S(=O)(=O)n2ccc3c2ncc2nnc(C[C@@H]4CCN(c5cnc(C#N)cn5)C4)n23)cc1, predict the reactants needed to synthesize it. The reactants are: Cc1ccc(S(=O)(=O)n2ccc3c2ncc2nnc(C[C@@H]4CCNC4)n23)cc1.N#Cc1cnc(Cl)cn1. (2) Given the product COc1nc2c(N)nc(OCC3CCCO3)nc2[nH]1, predict the reactants needed to synthesize it. The reactants are: COc1nc2c(N)nc(OCC3CCCO3)nc2n1C1CCCCO1.